Predict the reaction yield, written as a fraction of the theoretical maximum amount of product (1.0 means a 100% yield; for example, 0.34 means a 34% yield). From a dataset of Reaction yield outcomes from USPTO patents with 853,638 reactions. (1) The reactants are C1CCC([N:7]=[C:8]=[N:9]C2CCCCC2)CC1.ON1C(=O)CCC1=O.[CH2:24]([O:26][CH:27]([CH2:31][C:32]1[CH:37]=[CH:36][C:35]([O:38][CH2:39][CH2:40][C:41]2[CH:46]=[CH:45][C:44]([O:47][S:48]([CH3:51])(=[O:50])=[O:49])=[CH:43][CH:42]=2)=[CH:34][CH:33]=1)[C:28](O)=[O:29])[CH3:25].C(N(C(C)C)CC)(C)C.N#CN. The catalyst is C(#N)C.C(O)(=O)C. The product is [C:8]([NH:9][C:28](=[O:29])[CH:27]([O:26][CH2:24][CH3:25])[CH2:31][C:32]1[CH:37]=[CH:36][C:35]([O:38][CH2:39][CH2:40][C:41]2[CH:46]=[CH:45][C:44]([O:47][S:48]([CH3:51])(=[O:50])=[O:49])=[CH:43][CH:42]=2)=[CH:34][CH:33]=1)#[N:7]. The yield is 0.890. (2) The reactants are [Br:1][C:2]1[CH:3]=[C:4]2[C:27](=[CH:28][CH:29]=1)[C:8]1[NH:9][C:10]([C@@H:12]3[CH2:16][C@H:15]([CH2:17][O:18][CH3:19])[CH2:14][N:13]3[C:20](OC(C)(C)C)=[O:21])=[N:11][C:7]=1[CH:6]=[CH:5]2.Cl.[CH3:31][O:32][C:33]([NH:35][CH:36]([CH:40]([CH3:42])[CH3:41])C(O)=O)=[O:34].CN(C(ON1N=NC2C=CC=NC1=2)=[N+](C)C)C.F[P-](F)(F)(F)(F)F.CCN(C(C)C)C(C)C. The catalyst is C(Cl)Cl.CCOC(C)=O.CN(C=O)C. The product is [Br:1][C:2]1[CH:3]=[C:4]2[C:27](=[CH:28][CH:29]=1)[C:8]1[NH:9][C:10]([C@@H:12]3[CH2:16][C@H:15]([CH2:17][O:18][CH3:19])[CH2:14][N:13]3[C:20](=[O:21])[C@@H:36]([NH:35][C:33](=[O:34])[O:32][CH3:31])[CH:40]([CH3:42])[CH3:41])=[N:11][C:7]=1[CH:6]=[CH:5]2. The yield is 0.990. (3) The reactants are [CH:1]1([C:4]2[CH:9]=[CH:8][N:7]=[CH:6][C:5]=2[N:10]2[CH2:14][CH2:13][NH:12][C:11]2=[O:15])[CH2:3][CH2:2]1.Br[C:17]1[CH:25]=[CH:24][C:20]2[S:21][CH:22]=[CH:23][C:19]=2[CH:18]=1.CN[C@@H]1CCCC[C@H]1NC.P([O-])([O-])([O-])=O.[K+].[K+].[K+]. The catalyst is [Cu](I)I. The product is [S:21]1[CH:22]=[CH:23][C:19]2[CH:18]=[C:17]([N:12]3[CH2:13][CH2:14][N:10]([C:5]4[CH:6]=[N:7][CH:8]=[CH:9][C:4]=4[CH:1]4[CH2:3][CH2:2]4)[C:11]3=[O:15])[CH:25]=[CH:24][C:20]1=2. The yield is 0.130. (4) The reactants are [NH:1]1[CH:5]=[C:4]([C:6]2[CH:7]=[C:8]([C@H:12]([NH:14][C:15](=[O:21])[O:16][C:17]([CH3:20])([CH3:19])[CH3:18])[CH3:13])[CH:9]=[CH:10][CH:11]=2)[CH:3]=[N:2]1.C(=O)([O-])[O-].[K+].[K+].Br[CH2:29][CH2:30][C:31]1[CH:36]=[CH:35][CH:34]=[CH:33][CH:32]=1. The yield is 0.770. The product is [CH2:29]([N:1]1[CH:5]=[C:4]([C:6]2[CH:7]=[C:8]([C@H:12]([NH:14][C:15](=[O:21])[O:16][C:17]([CH3:20])([CH3:19])[CH3:18])[CH3:13])[CH:9]=[CH:10][CH:11]=2)[CH:3]=[N:2]1)[CH2:30][C:31]1[CH:36]=[CH:35][CH:34]=[CH:33][CH:32]=1. The catalyst is C(#N)C.CN(C=O)C. (5) The reactants are [Cl:1][C:2]1[C:3]([F:31])=[C:4]([CH:8]2[CH2:12][N:11]([C:13](Cl)=[O:14])[CH:10]([CH2:16][C:17]([CH3:20])([CH3:19])[CH3:18])[C:9]2([C:23]2[CH:28]=[CH:27][C:26]([Cl:29])=[CH:25][C:24]=2[F:30])[C:21]#[N:22])[CH:5]=[CH:6][CH:7]=1.CC1(C)[O:37][C@@H:36]([CH2:38][CH2:39][NH2:40])[CH2:35][O:34]1.C(N(CC)CC)C.Cl. The catalyst is O1CCCC1. The product is [OH:37][C@H:36]([CH2:35][OH:34])[CH2:38][CH2:39][NH:40][C:13]([N:11]1[CH2:12][CH:8]([C:4]2[CH:5]=[CH:6][CH:7]=[C:2]([Cl:1])[C:3]=2[F:31])[C:9]([C:23]2[CH:28]=[CH:27][C:26]([Cl:29])=[CH:25][C:24]=2[F:30])([C:21]#[N:22])[CH:10]1[CH2:16][C:17]([CH3:20])([CH3:18])[CH3:19])=[O:14]. The yield is 0.280. (6) The reactants are Cl[CH2:2][C@@H:3]([C:5]1[CH:6]=[C:7]([NH:11][S:12]([C:15]2[CH:20]=[CH:19][CH:18]=[CH:17][CH:16]=2)(=[O:14])=[O:13])[CH:8]=[CH:9][CH:10]=1)[OH:4].C(=O)([O-])[O-].[K+].[K+]. The catalyst is C(#N)C. The product is [O:4]1[CH2:2][C@H:3]1[C:5]1[CH:6]=[C:7]([NH:11][S:12]([C:15]2[CH:20]=[CH:19][CH:18]=[CH:17][CH:16]=2)(=[O:14])=[O:13])[CH:8]=[CH:9][CH:10]=1. The yield is 0.730. (7) The reactants are [CH:1]1([O:5][C:6]2[C:15](B3OC(C)(C)C(C)(C)O3)=[CH:14][CH:13]=[C:12]3[C:7]=2[CH2:8][CH2:9][C@H:10]([CH3:30])[N:11]3[C:25]([CH:27]2[CH2:29][CH2:28]2)=[O:26])[CH2:4][CH2:3][CH2:2]1.Br[C:32]1[CH:36]=[N:35][N:34]2[CH2:37][CH2:38][N:39]([C:40]([O:42][C:43]([CH3:46])([CH3:45])[CH3:44])=[O:41])[C:33]=12.C(=O)([O-])[O-].[Na+].[Na+].O1CCOCC1. The catalyst is C1C=CC(P(C2C=CC=CC=2)[C-]2C=CC=C2)=CC=1.C1C=CC(P(C2C=CC=CC=2)[C-]2C=CC=C2)=CC=1.Cl[Pd]Cl.[Fe+2].ClCCl.C(OCC)(=O)C.O. The product is [CH:1]1([O:5][C:6]2[C:15]([C:32]3[CH:36]=[N:35][N:34]4[CH2:37][CH2:38][N:39]([C:40]([O:42][C:43]([CH3:46])([CH3:45])[CH3:44])=[O:41])[C:33]=34)=[CH:14][CH:13]=[C:12]3[C:7]=2[CH2:8][CH2:9][C@H:10]([CH3:30])[N:11]3[C:25]([CH:27]2[CH2:28][CH2:29]2)=[O:26])[CH2:2][CH2:3][CH2:4]1. The yield is 0.690. (8) The product is [Cl:1][C:2]1[N:7]=[C:6]2[C:8]([CH3:29])=[C:9]([CH:11]([NH:18][C:19]3[CH:20]=[CH:21][C:22]([C:23]([OH:25])=[O:24])=[CH:27][CH:28]=3)[CH:12]3[CH2:17][CH2:16][CH2:15][CH2:14][CH2:13]3)[O:10][C:5]2=[CH:4][CH:3]=1. The yield is 0.960. The catalyst is O1CCCC1. The reactants are [Cl:1][C:2]1[N:7]=[C:6]2[C:8]([CH3:29])=[C:9]([CH:11]([NH:18][C:19]3[CH:28]=[CH:27][C:22]([C:23]([O:25]C)=[O:24])=[CH:21][CH:20]=3)[CH:12]3[CH2:17][CH2:16][CH2:15][CH2:14][CH2:13]3)[O:10][C:5]2=[CH:4][CH:3]=1.C(O)C.[OH-].[Li+]. (9) The reactants are Cl.Cl.[NH2:3][CH2:4][C@@:5]1([OH:13])[CH:10]2[CH2:11][CH2:12][N:7]([CH2:8][CH2:9]2)[CH2:6]1.C([O-])([O-])=O.[Cs+].[Cs+].[N:20]([C:23]1[CH:28]=[C:27]([O:29][CH3:30])[N:26]=[CH:25][N:24]=1)=[C:21]=S.C(N=C=NC(C)C)(C)C. The catalyst is CN(C)C=O. The product is [CH3:30][O:29][C:27]1[N:26]=[CH:25][N:24]=[C:23]([NH:20][C:21]2[O:13][C@:5]3([CH2:4][N:3]=2)[CH:10]2[CH2:9][CH2:8][N:7]([CH2:12][CH2:11]2)[CH2:6]3)[CH:28]=1. The yield is 0.482. (10) The reactants are C([O:8][C:9]1[CH:10]=[C:11]2[C:16](=[CH:17][C:18]=1[O:19][CH3:20])[N:15]=[C:14]([C:21]1[CH:26]=[CH:25][CH:24]=[C:23]([N+:27]([O-:29])=[O:28])[CH:22]=1)[NH:13][C:12]2=[O:30])C1C=CC=CC=1. The catalyst is FC(F)(F)C(O)=O. The product is [OH:8][C:9]1[CH:10]=[C:11]2[C:16](=[CH:17][C:18]=1[O:19][CH3:20])[N:15]=[C:14]([C:21]1[CH:26]=[CH:25][CH:24]=[C:23]([N+:27]([O-:29])=[O:28])[CH:22]=1)[NH:13][C:12]2=[O:30]. The yield is 0.960.